This data is from Full USPTO retrosynthesis dataset with 1.9M reactions from patents (1976-2016). The task is: Predict the reactants needed to synthesize the given product. (1) The reactants are: [Mg].Br[C:3]1[C:8]([CH3:9])=[CH:7][CH:6]=[CH:5][C:4]=1[CH3:10].[CH2:11]([Si:14](OC)([O:17][CH3:18])[O:15][CH3:16])[CH2:12][CH3:13]. Given the product [CH3:10][C:4]1[CH:5]=[CH:6][CH:7]=[C:8]([CH3:9])[C:3]=1[Si:14]([CH2:11][CH2:12][CH3:13])([O:17][CH3:18])[O:15][CH3:16], predict the reactants needed to synthesize it. (2) Given the product [CH2:11]([S:10][C:9]1[CH:8]=[CH:7][C:4]([C:5]#[N:6])=[CH:3][C:2]=1[NH:1][S:27]([C:19]1[O:18][C:22]2[CH:23]=[CH:24][CH:25]=[CH:26][C:21]=2[CH:20]=1)(=[O:28])=[O:29])[C:12]1[CH:17]=[CH:16][CH:15]=[CH:14][CH:13]=1, predict the reactants needed to synthesize it. The reactants are: [NH2:1][C:2]1[CH:3]=[C:4]([CH:7]=[CH:8][C:9]=1[S:10][CH2:11][C:12]1[CH:17]=[CH:16][CH:15]=[CH:14][CH:13]=1)[C:5]#[N:6].[O:18]1[C:22]2[CH:23]=[CH:24][CH:25]=[CH:26][C:21]=2[CH:20]=[C:19]1[S:27](Cl)(=[O:29])=[O:28]. (3) Given the product [C:1]12([CH2:11][O:12][C:13]3[C:21]([F:22])=[CH:20][C:16]([C:17]([NH:32][S:29]([N:25]4[CH2:28][CH2:27][CH2:26]4)(=[O:31])=[O:30])=[O:19])=[C:15]([F:23])[C:14]=3[Cl:24])[CH2:2][CH:3]3[CH2:9][CH:7]([CH2:6][CH:5]([CH2:4]3)[CH2:10]1)[CH2:8]2, predict the reactants needed to synthesize it. The reactants are: [C:1]12([CH2:11][O:12][C:13]3[C:21]([F:22])=[CH:20][C:16]([C:17]([OH:19])=O)=[C:15]([F:23])[C:14]=3[Cl:24])[CH2:10][CH:5]3[CH2:6][CH:7]([CH2:9][CH:3]([CH2:4]3)[CH2:2]1)[CH2:8]2.[N:25]1([S:29]([NH2:32])(=[O:31])=[O:30])[CH2:28][CH2:27][CH2:26]1. (4) The reactants are: [H-].[Na+].[CH3:3][C:4]1[CH:5]=[C:6]([OH:19])[CH:7]=[CH:8][C:9]=1[CH2:10][CH2:11][CH2:12][CH2:13][N:14]1[CH:18]=[CH:17][N:16]=[N:15]1.Cl[CH2:21][C:22]1[CH:23]=[CH:24][C:25]([C:28]2[CH:33]=[CH:32][C:31]([C:34]([F:37])([F:36])[F:35])=[CH:30][CH:29]=2)=[N:26][CH:27]=1.O. Given the product [CH3:3][C:4]1[CH:5]=[C:6]([CH:7]=[CH:8][C:9]=1[CH2:10][CH2:11][CH2:12][CH2:13][N:14]1[CH:18]=[CH:17][N:16]=[N:15]1)[O:19][CH2:21][C:22]1[CH:23]=[CH:24][C:25]([C:28]2[CH:29]=[CH:30][C:31]([C:34]([F:37])([F:35])[F:36])=[CH:32][CH:33]=2)=[N:26][CH:27]=1, predict the reactants needed to synthesize it. (5) Given the product [NH2:22][C:3]1[C:2]([F:1])=[C:7]([C:8]([C:10]2[CH:11]=[C:12]3[C:17](=[CH:18][CH:19]=2)[N:16]=[CH:15][N:14]=[CH:13]3)=[O:9])[C:6]([F:20])=[C:5]([F:21])[CH:4]=1, predict the reactants needed to synthesize it. The reactants are: [F:1][C:2]1[C:7]([C:8]([C:10]2[CH:11]=[C:12]3[C:17](=[CH:18][CH:19]=2)[N:16]=[CH:15][N:14]=[CH:13]3)=[O:9])=[C:6]([F:20])[C:5]([F:21])=[CH:4][C:3]=1[NH:22]C(=O)C(C)(C)C.Cl.[OH-].[Na+]. (6) Given the product [N:3]1([CH:4]=[CH:5][C:6]([O:8][C:9]2[CH:10]=[CH:11][C:12]([C:15]3[CH:16]=[CH:17][CH:18]=[CH:19][CH:20]=3)=[CH:13][CH:14]=2)=[O:7])[CH2:1][CH2:2][CH2:24][CH2:22][CH2:21]1, predict the reactants needed to synthesize it. The reactants are: [CH2:1]([N:3]([CH2:21][CH3:22])[CH:4]=[CH:5][C:6]([O:8][C:9]1[CH:14]=[CH:13][C:12]([C:15]2[CH:20]=[CH:19][CH:18]=[CH:17][CH:16]=2)=[CH:11][CH:10]=1)=[O:7])[CH3:2].N1CCCC[CH2:24]1.C(OC1C=CC(C2C=CC=CC=2)=CC=1)(=O)C#C.